The task is: Regression/Classification. Given a drug SMILES string, predict its absorption, distribution, metabolism, or excretion properties. Task type varies by dataset: regression for continuous measurements (e.g., permeability, clearance, half-life) or binary classification for categorical outcomes (e.g., BBB penetration, CYP inhibition). Dataset: cyp2c9_veith.. This data is from CYP2C9 inhibition data for predicting drug metabolism from PubChem BioAssay. (1) The compound is O=C(CSc1ccc(Cl)cc1)Nc1ccc(N2CCN(c3ccccc3)CC2)c(F)c1. The result is 0 (non-inhibitor). (2) The molecule is CC1=c2c(oc3cc(O)c(Nc4c(C)cc(O)cc4O)c(C)c23)=CC(=O)C1=Nc1c(C)cc(O)cc1O. The result is 1 (inhibitor). (3) The molecule is O=C(c1ccccc1)c1nn(-c2ccccc2)c(=O)cc1C(F)(F)F. The result is 1 (inhibitor). (4) The molecule is O=C(c1cccc(F)c1)N1CCC2(CC1)CN(c1ccccc1)C2. The result is 0 (non-inhibitor). (5) The result is 0 (non-inhibitor). The compound is NCCNS(=O)(=O)c1ccc(N)cc1.